This data is from Full USPTO retrosynthesis dataset with 1.9M reactions from patents (1976-2016). The task is: Predict the reactants needed to synthesize the given product. (1) Given the product [F:1][C:2]1[CH:9]=[CH:8][C:5]([C:6](=[O:7])[CH:6]([C:5]2[CH:8]=[CH:9][C:2]([F:1])=[CH:3][CH:4]=2)[OH:7])=[CH:4][CH:3]=1, predict the reactants needed to synthesize it. The reactants are: [F:1][C:2]1[CH:9]=[CH:8][C:5]([CH:6]=[O:7])=[CH:4][CH:3]=1.[C-]#N.[Na+]. (2) Given the product [Br:26][C:17]1[C:18]([C:19]([O:21][CH3:22])=[O:20])=[CH:23][CH:24]=[CH:25][C:16]=1[NH:15][CH:2]1[CH2:7][CH2:6][N:5]([C:8]([O:10][C:11]([CH3:14])([CH3:13])[CH3:12])=[O:9])[CH2:4][CH2:3]1, predict the reactants needed to synthesize it. The reactants are: O=[C:2]1[CH2:7][CH2:6][N:5]([C:8]([O:10][C:11]([CH3:14])([CH3:13])[CH3:12])=[O:9])[CH2:4][CH2:3]1.[NH2:15][C:16]1[C:17]([Br:26])=[C:18]([CH:23]=[CH:24][CH:25]=1)[C:19]([O:21][CH3:22])=[O:20].CC(O)=O.[BH-](OC(C)=O)(OC(C)=O)OC(C)=O.[Na+]. (3) Given the product [Br:12][C:9]1[CH:10]=[CH:11][C:6]([C:4](=[O:5])[CH2:3][NH:2][C:25]([C@@H:21]2[CH2:22][CH2:23][CH2:24][N:20]2[C:18]([O:17][C:13]([CH3:16])([CH3:15])[CH3:14])=[O:19])=[O:26])=[CH:7][CH:8]=1, predict the reactants needed to synthesize it. The reactants are: Cl.[NH2:2][CH2:3][C:4]([C:6]1[CH:11]=[CH:10][C:9]([Br:12])=[CH:8][CH:7]=1)=[O:5].[C:13]([O:17][C:18]([N:20]1[CH2:24][CH2:23][CH2:22][C@H:21]1[C:25](O)=[O:26])=[O:19])([CH3:16])([CH3:15])[CH3:14].C(N(C(C)C)CC)(C)C.C(OP(ON1C(=O)C2C=CC=CC=2N=N1)(OCC)=O)C. (4) Given the product [Cl:16][C:17]1[CH:22]=[CH:21][N:20]2[N:23]=[CH:24][C:25]([C:26]([NH:13][C:12]3[C:8]([C:6]4[CH:7]=[C:2]([Cl:1])[CH:3]=[CH:4][C:5]=4[CH3:15])=[N:9][N:10]([CH3:14])[CH:11]=3)=[O:27])=[C:19]2[N:18]=1, predict the reactants needed to synthesize it. The reactants are: [Cl:1][C:2]1[CH:3]=[CH:4][C:5]([CH3:15])=[C:6]([C:8]2[C:12]([NH2:13])=[CH:11][N:10]([CH3:14])[N:9]=2)[CH:7]=1.[Cl:16][C:17]1[CH:22]=[CH:21][N:20]2[N:23]=[CH:24][C:25]([C:26](Cl)=[O:27])=[C:19]2[N:18]=1.C(N(CC)CC)C.